From a dataset of Reaction yield outcomes from USPTO patents with 853,638 reactions. Predict the reaction yield, written as a fraction of the theoretical maximum amount of product (1.0 means a 100% yield; for example, 0.34 means a 34% yield). (1) The catalyst is CN(C)C=O. The yield is 0.830. The reactants are [Cl:1][C:2]1[NH:6][C:5]2[C:7]([C:17]([O:19][CH3:20])=[O:18])=[CH:8][C:9]([N:11]3[CH2:16][CH2:15][O:14][CH2:13][CH2:12]3)=[CH:10][C:4]=2[N:3]=1.C(=O)([O-])[O-].[K+].[K+].Br[CH2:28][C:29]1[CH:34]=[CH:33][CH:32]=[C:31]([C:35]([F:38])([F:37])[F:36])[C:30]=1[CH3:39].O. The product is [Cl:1][C:2]1[N:3]([CH2:28][C:29]2[CH:34]=[CH:33][CH:32]=[C:31]([C:35]([F:36])([F:37])[F:38])[C:30]=2[CH3:39])[C:4]2[CH:10]=[C:9]([N:11]3[CH2:16][CH2:15][O:14][CH2:13][CH2:12]3)[CH:8]=[C:7]([C:17]([O:19][CH3:20])=[O:18])[C:5]=2[N:6]=1. (2) The reactants are [N+:1]([C:4]1[CH:5]=[N:6][NH:7][CH:8]=1)([O-:3])=[O:2].[CH3:9][C:10]([O:13][C:14](O[C:14]([O:13][C:10]([CH3:12])([CH3:11])[CH3:9])=[O:15])=[O:15])([CH3:12])[CH3:11]. The catalyst is CN(C1C=CN=CC=1)C.C(Cl)Cl. The product is [N+:1]([C:4]1[CH:5]=[N:6][N:7]([C:14]([O:13][C:10]([CH3:12])([CH3:11])[CH3:9])=[O:15])[CH:8]=1)([O-:3])=[O:2]. The yield is 0.700. (3) The reactants are [CH3:1][C:2]1([CH3:12])[O:6][C:5](=[CH:7][C:8](Cl)=[O:9])[C:4](=[O:11])[O:3]1.[Cl:13][C:14]1[CH:15]=[C:16]([CH:21]=[CH:22][C:23]=1[F:24])[CH2:17][NH:18][O:19][CH3:20]. No catalyst specified. The product is [Cl:13][C:14]1[CH:15]=[C:16]([CH:21]=[CH:22][C:23]=1[F:24])[CH2:17][N:18]([O:19][CH3:20])[C:8](=[O:9])[CH:7]=[C:5]1[C:4](=[O:11])[O:3][C:2]([CH3:12])([CH3:1])[O:6]1. The yield is 0.910. (4) The reactants are [CH3:1][O:2][P:3]([Cl:6])([Cl:5])=[O:4].[N:7]1[CH:12]=[CH:11][CH:10]=[CH:9][CH:8]=1. No catalyst specified. The product is [P:3]([Cl:6])([Cl:5])([O-:4])=[O:2].[CH3:1][N+:7]1[CH:12]=[CH:11][CH:10]=[CH:9][CH:8]=1. The yield is 0.270. (5) The reactants are C1(P(C2C=CC=CC=2)C2C=CC=CC=2)C=CC=CC=1.[N:20]([CH2:23][C:24]1[CH:32]=[C:31]([C:33]2[C:41]3[C:36](=[N:37][CH:38]=[C:39]([C:42]4[CH:47]=[CH:46][CH:45]=[CH:44][CH:43]=4)[CH:40]=3)[NH:35][CH:34]=2)[CH:30]=[CH:29][C:25]=1[C:26]([OH:28])=[O:27])=[N+]=[N-].O. The catalyst is C1COCC1.CN(C=O)C. The product is [NH2:20][CH2:23][C:24]1[CH:32]=[C:31]([C:33]2[C:41]3[C:36](=[N:37][CH:38]=[C:39]([C:42]4[CH:47]=[CH:46][CH:45]=[CH:44][CH:43]=4)[CH:40]=3)[NH:35][CH:34]=2)[CH:30]=[CH:29][C:25]=1[C:26]([OH:28])=[O:27]. The yield is 0.380.